From a dataset of Forward reaction prediction with 1.9M reactions from USPTO patents (1976-2016). Predict the product of the given reaction. (1) Given the reactants [CH3:1][N:2]1[C:7]2[C:8](C)=[CH:9][NH:10][C:6]=2[C:5](=[O:12])[N:4]([CH3:13])[C:3]1=[O:14].Br[CH2:16][C:17]([NH:19][C:20]1[S:21][CH:22]=[C:23]([C:25]2[CH:30]=[C:29]([F:31])[C:28]([O:32][CH2:33][CH2:34][CH:35]([CH3:37])[CH3:36])=[C:27]([F:38])[CH:26]=2)[N:24]=1)=[O:18].[H-].[Na+], predict the reaction product. The product is: [F:38][C:27]1[CH:26]=[C:25]([C:23]2[N:24]=[C:20]([NH:19][C:17](=[O:18])[CH2:16][N:10]3[C:6]4[C:5](=[O:12])[N:4]([CH3:13])[C:3](=[O:14])[N:2]([CH3:1])[C:7]=4[CH:8]=[CH:9]3)[S:21][CH:22]=2)[CH:30]=[C:29]([F:31])[C:28]=1[O:32][CH2:33][CH2:34][CH:35]([CH3:37])[CH3:36]. (2) Given the reactants [C:1]([O:5][C:6]([N:8]1[C@@H:16]2[C@H:11]([C@H:12]([CH2:17][C:18]3[CH:23]=[CH:22][C:21]([NH:24][C:25]([O:27][CH2:28][C:29]4[CH:34]=[CH:33][CH:32]=[CH:31][CH:30]=4)=[O:26])=[C:20]([F:35])[CH:19]=3)[CH2:13][S:14][CH2:15]2)[O:10][C:9]1([CH3:37])[CH3:36])=[O:7])([CH3:4])([CH3:3])[CH3:2].CC(O)=[O:40].OO.[O-]S([O-])(=S)=O.[Na+].[Na+], predict the reaction product. The product is: [C:1]([O:5][C:6]([N:8]1[C@@H:16]2[C@H:11]([C@H:12]([CH2:17][C:18]3[CH:23]=[CH:22][C:21]([NH:24][C:25]([O:27][CH2:28][C:29]4[CH:30]=[CH:31][CH:32]=[CH:33][CH:34]=4)=[O:26])=[C:20]([F:35])[CH:19]=3)[CH2:13][S@:14](=[O:40])[CH2:15]2)[O:10][C:9]1([CH3:37])[CH3:36])=[O:7])([CH3:4])([CH3:2])[CH3:3]. (3) Given the reactants [CH:1]1([CH2:4][N:5]2[C:9]([CH2:10][NH:11]C(=O)OC(C)(C)C)=[CH:8][C:7]([C:19]([F:22])([F:21])[F:20])=[N:6]2)[CH2:3][CH2:2]1.Cl.C(OCC)(=O)C.CCCCCC, predict the reaction product. The product is: [CH:1]1([CH2:4][N:5]2[C:9]([CH2:10][NH2:11])=[CH:8][C:7]([C:19]([F:21])([F:22])[F:20])=[N:6]2)[CH2:3][CH2:2]1.